This data is from Forward reaction prediction with 1.9M reactions from USPTO patents (1976-2016). The task is: Predict the product of the given reaction. (1) Given the reactants [OH-].[Na+].Cl.[NH:4]1[CH2:7][CH2:6][CH:5]1[C:8]1[CH:13]=[CH:12][C:11]([Cl:14])=[CH:10][C:9]=1[CH2:15][OH:16].[Cl:17][C:18]([Cl:25])([Cl:24])[CH2:19][O:20][C:21](Cl)=[O:22].Cl, predict the reaction product. The product is: [Cl:14][C:11]1[CH:12]=[CH:13][C:8]([CH:5]2[CH2:6][CH2:7][N:4]2[C:21]([O:20][CH2:19][C:18]([Cl:25])([Cl:24])[Cl:17])=[O:22])=[C:9]([CH2:15][OH:16])[CH:10]=1. (2) The product is: [CH3:1][O:2][C:3]1[CH:4]=[C:5]([C:11]2[C:12]([CH2:19][CH3:20])([CH2:17][CH3:18])[C:13](=[O:16])[N:14]([CH:32]3[CH2:37][CH2:36][NH:35][CH2:34][CH2:33]3)[N:15]=2)[CH:6]=[CH:7][C:8]=1[O:9][CH3:10]. Given the reactants [CH3:1][O:2][C:3]1[CH:4]=[C:5]([C:11]2[C:12]([CH2:19][CH3:20])([CH2:17][CH3:18])[C:13](=[O:16])[NH:14][N:15]=2)[CH:6]=[CH:7][C:8]=1[O:9][CH3:10].CC1C=CC(S(O[CH:32]2[CH2:37][CH2:36][N:35](C(OC(C)(C)C)=O)[CH2:34][CH2:33]2)(=O)=O)=CC=1, predict the reaction product. (3) The product is: [CH2:8]([O:7][CH2:5][C:4]1[CH:3]=[CH:2][CH:11]=[CH:10][CH:9]=1)[C:15]1[CH:28]=[CH:27][CH:18]=[CH:17][CH:16]=1. Given the reactants C[C:2]1[CH:3]=[C:4]([CH:9]=[C:10](C)[C:11]=1O)[C:5]([O:7][CH3:8])=O.Br[CH2:15][CH2:16][CH2:17][CH3:18].C(=O)([O-])[O-].[K+].[K+].[I-].[K+].[C:27](OCC)(=O)[CH3:28], predict the reaction product. (4) Given the reactants [C:1](Cl)(Cl)=[O:2].[OH:5][C:6]1[N:11]=[CH:10][C:9]([N:12]2[C:17](=[O:18])[CH2:16][C:15]([CH3:20])([CH3:19])[CH2:14][C:13]2=[O:21])=[CH:8][CH:7]=1.C([N:24]([CH:28](C)C)[CH:25]([CH3:27])[CH3:26])C.[CH3:31][O:32][C:33]1[CH:38]=CC(CN)=C[CH:34]=1.N12CCN(CC1)CC2, predict the reaction product. The product is: [CH3:20][C:15]1([CH3:19])[CH2:16][C:17](=[O:18])[N:12]([C:9]2[CH:10]=[N:11][C:6]([O:5][C:1](=[O:2])[N:24]([C:25]3[CH:26]=[CH:38][C:33]([O:32][CH3:31])=[CH:34][CH:27]=3)[CH3:28])=[CH:7][CH:8]=2)[C:13](=[O:21])[CH2:14]1. (5) Given the reactants [BH4-].[Na+].[CH3:3][O:4][C:5]1[CH:17]=[CH:16][C:8]([CH:9]=[C:10]2[CH2:15][CH2:14][S:13][CH2:12][CH2:11]2)=[C:7]([N+:18]([O-])=O)[CH:6]=1.Cl, predict the reaction product. The product is: [CH3:3][O:4][C:5]1[CH:17]=[CH:16][C:8]([CH2:9][CH:10]2[CH2:15][CH2:14][S:13][CH2:12][CH2:11]2)=[C:7]([CH:6]=1)[NH2:18]. (6) Given the reactants CN1CCOCC1.ClC(OCC(C)C)=O.C(N)C1C=CC=CC=1.C1C2C(COC(=O)[NH:40][CH:41]([C:52](=O)[NH:53][C:54]3[CH:59]=[C:58]([Cl:60])[CH:57]=[CH:56][C:55]=3[C:61](=[O:70])[NH:62][CH2:63][C:64]3[CH:69]=[CH:68][CH:67]=[CH:66][CH:65]=3)[CH2:42][CH2:43][NH:44][C:45]([O:47][C:48]([CH3:51])([CH3:50])[CH3:49])=[O:46])C3C(=CC=CC=3)C=2C=CC=1.O.[OH-].[Li+], predict the reaction product. The product is: [C:48]([O:47][C:45](=[O:46])[NH:44][CH2:43][CH2:42][CH:41]([NH2:40])[C:52]1[N:62]([CH2:63][C:64]2[CH:69]=[CH:68][CH:67]=[CH:66][CH:65]=2)[C:61](=[O:70])[C:55]2[C:54](=[CH:59][C:58]([Cl:60])=[CH:57][CH:56]=2)[N:53]=1)([CH3:51])([CH3:50])[CH3:49].